From a dataset of Forward reaction prediction with 1.9M reactions from USPTO patents (1976-2016). Predict the product of the given reaction. Given the reactants [CH2:1]([O:5][C:6]1[N:14]=[C:13]2[C:9]([N:10]=[C:11]([O:22]C)[N:12]2[CH2:15][CH2:16][CH:17]2[CH2:21][CH2:20][O:19][CH2:18]2)=[C:8]([NH2:24])[N:7]=1)[CH2:2][CH2:3][CH3:4].Cl, predict the reaction product. The product is: [NH2:24][C:8]1[N:7]=[C:6]([O:5][CH2:1][CH2:2][CH2:3][CH3:4])[N:14]=[C:13]2[C:9]=1[NH:10][C:11](=[O:22])[N:12]2[CH2:15][CH2:16][CH:17]1[CH2:21][CH2:20][O:19][CH2:18]1.